Dataset: Forward reaction prediction with 1.9M reactions from USPTO patents (1976-2016). Task: Predict the product of the given reaction. Given the reactants C(O[C:4]([C:6]1[CH:11]=[C:10]([C:12]2[CH:17]=[CH:16][N:15]=[C:14]([Cl:18])[CH:13]=2)[CH:9]=[C:8]([CH3:19])[N:7]=1)=[O:5])C.[NH2:20][C:21]1[CH:26]=[CH:25][C:24]([CH3:27])=[CH:23][N:22]=1, predict the reaction product. The product is: [CH3:27][C:24]1[CH:25]=[CH:26][C:21]([NH:20][C:4]([C:6]2[CH:11]=[C:10]([C:12]3[CH:17]=[CH:16][N:15]=[C:14]([Cl:18])[CH:13]=3)[CH:9]=[C:8]([CH3:19])[N:7]=2)=[O:5])=[N:22][CH:23]=1.